From a dataset of Peptide-MHC class I binding affinity with 185,985 pairs from IEDB/IMGT. Regression. Given a peptide amino acid sequence and an MHC pseudo amino acid sequence, predict their binding affinity value. This is MHC class I binding data. (1) The peptide sequence is FLLSGTAIA. The MHC is HLA-A02:01 with pseudo-sequence HLA-A02:01. The binding affinity (normalized) is 0.935. (2) The peptide sequence is VLYNNVVEF. The binding affinity (normalized) is 0.965. The MHC is HLA-A32:01 with pseudo-sequence HLA-A32:01. (3) The peptide sequence is MRDLRQHEV. The MHC is HLA-A24:03 with pseudo-sequence HLA-A24:03. The binding affinity (normalized) is 0.0847. (4) The peptide sequence is GELRKAICL. The MHC is HLA-B07:02 with pseudo-sequence HLA-B07:02. The binding affinity (normalized) is 0.0847. (5) The peptide sequence is FLGGTTVCL. The MHC is HLA-A02:01 with pseudo-sequence HLA-A02:01. The binding affinity (normalized) is 0.